Dataset: Experimentally validated miRNA-target interactions with 360,000+ pairs, plus equal number of negative samples. Task: Binary Classification. Given a miRNA mature sequence and a target amino acid sequence, predict their likelihood of interaction. (1) The miRNA is hsa-miR-891b with sequence UGCAACUUACCUGAGUCAUUGA. The protein sequence of the target gene is MATSSEEVLLIVKKVRQKKQDGALYLMAERIAWAPEGKDRFTISHMYADIKCQKISPEGKAKIQLQLVLHAGDTTNFHFSNESTAVKERDAVKDLLQQLLPKFKRKANKELEEKNRMLQEDPVLFQLYKDLVVSQVISAEEFWANRLNVNATDSSSTSNHKQDVGISAAFLADVRPQTDGCNGLRYNLTSDIIESIFRTYPAVKMKYAENVPHNMTEKEFWTRFFQSHYFHRDRLNTGSKDLFAECAKIDEKGLKTMVSLGVKNPLLDLTALEDKPLDEGYGISSVPSASNSKSIKENSN.... Result: 1 (interaction). (2) The miRNA is hsa-miR-6811-3p with sequence AGCCUGUGCUUGUCCCUGCAG. The protein sequence of the target gene is MVLLESEQFLTELTRLFQKCRSSGSVFITLKKYDGRTKPIPRKSSVEGLEPAENKCLLRATDGKRKISTVVSSKEVNKFQMAYSNLLRANMDGLKKRDKKNKSKKSKPAQ. Result: 0 (no interaction). (3) The miRNA is mmu-miR-1b-3p with sequence UGGGUACAUAAAGAAGUAUGUGC. The protein sequence of the target gene is MSSFQGQMAEYPTISIDRFDRENLKARAYFLSHCHKDHMKGLRAPSLKRRLECSLKVFLYCSPVTKELLLTSPKYRFWENRIITIEIETPTQISLVDEASGEKEEVVVTLLPAGHCPGSVMFLFQGSNGTVLYTGDFRLAKGEASRMELLHSGGRVKDIQSVYLDTTFCDPRFYQIPSREQCLRGILELVRSWVTRSPHHVVWLNCKAAYGYEYLFTNLSEELGVQVHVDKLDMFKNMPDILHHLTTDRNTQIHACRHPKAEECFQWNKLPCGITSQNKTALHTISIKPSTMWFGERTRK.... Result: 1 (interaction). (4) The miRNA is hsa-miR-3940-5p with sequence GUGGGUUGGGGCGGGCUCUG. The protein sequence of the target gene is MAADLNLEWISLPRSWTYGITRGGRVFFINEEAKSTTWLHPVTGEAVVTGHRRQSTDLPTGWEEAYTFEGARYYINHNERKVTCKHPVTGQPSQDNCIFVVNEQTVATMTSEEKKERPISMINEASNYNVTSDYAVHPMSPVGRTSRASKKVHNFGKRSNSIKRNPNAPVVRRGWLYKQDSTGMKLWKKRWFVLSDLCLFYYRDEKEEGILGSILLPSFQIALLTSEDHINRKYAFKAAHPNMRTYYFCTDTGKEMELWMKAMLDAALVQTEPVKRVDKITSENAPTKETNNIPNHRVLI.... Result: 0 (no interaction). (5) The miRNA is hsa-miR-3128 with sequence UCUGGCAAGUAAAAAACUCUCAU. The protein sequence of the target gene is MISPVLILFSSFLCHVAIAGRTCPKPDDLPFSTVVPLKTFYEPGEEITYSCKPGYVSRGGMRKFICPLTGLWPINTLKCTPRVCPFAGILENGAVRYTTFEYPNTISFSCNTGFYLNGADSAKCTEEGKWSPELPVCAPIICPPPSIPTFATLRVYKPSAGNNSLYRDTAVFECLPQHAMFGNDTITCTTHGNWTKLPECREVKCPFPSRPDNGFVNYPAKPTLYYKDKATFGCHDGYSLDGPEEIECTKLGNWSAMPSCKASCKVPVKKATVVYQGERVKIQEKFKNGMLHGDKVSFFC.... Result: 0 (no interaction). (6) The miRNA is hsa-miR-5582-5p with sequence UAGGCACACUUAAAGUUAUAGC. The protein sequence of the target gene is MKVISLFILVGFIGEFQSFSSASSPVNCQWDFYAPWSECNGCTKTQTRRRSVAVYGQYGGQPCVGNAFETQSCEPTRGCPTEEGCGERFRCFSGQCISKSLVCNGDSDCDEDSADEDRCEDSERRPSCDIDKPPPNIELTGNGYNELTGQFRNRVINTKSFGGQCRKVFSGDGKDFYRLSGNVLSYTFQVKINNDFNYEFYNSTWSYVKHTSTEHTSSSRKRSFFRSSSSSSRSYTSHTNEIHKGKSYQLLVVENTVEVAQFINNNPEFLQLAEPFWKELSHLPSLYDYSAYRRLIDQYG.... Result: 1 (interaction).